Dataset: Full USPTO retrosynthesis dataset with 1.9M reactions from patents (1976-2016). Task: Predict the reactants needed to synthesize the given product. (1) Given the product [NH:25]1[C:20]2[CH:21]=[CH:22][CH:23]=[CH:24][C:19]=2[N:26]=[C:7]1[C:6]1[CH:10]=[C:2]([Cl:1])[C:3]([NH:11][C:12]2[CH:17]=[CH:16][C:15]([Cl:18])=[CH:14][CH:13]=2)=[N:4][CH:5]=1, predict the reactants needed to synthesize it. The reactants are: [Cl:1][C:2]1[C:3]([NH:11][C:12]2[CH:17]=[CH:16][C:15]([Cl:18])=[CH:14][CH:13]=2)=[N:4][CH:5]=[C:6]([CH:10]=1)[C:7](O)=O.[C:19]1([NH2:26])[CH:24]=[CH:23][CH:22]=[CH:21][C:20]=1[NH2:25]. (2) The reactants are: [OH:1][NH:2][C:3](=[O:22])[C:4]([S:13][C:14]1[CH:19]=[CH:18][C:17]([O:20][CH3:21])=[CH:16][CH:15]=1)([CH3:12])[CH2:5][C:6]1[CH:11]=[CH:10][CH:9]=[CH:8][CH:7]=1.[OH:23]O. Given the product [OH:1][NH:2][C:3](=[O:22])[C:4]([S:13]([C:14]1[CH:15]=[CH:16][C:17]([O:20][CH3:21])=[CH:18][CH:19]=1)=[O:23])([CH3:12])[CH2:5][C:6]1[CH:7]=[CH:8][CH:9]=[CH:10][CH:11]=1, predict the reactants needed to synthesize it. (3) The reactants are: Br[C:2]1[CH:7]=[CH:6][C:5]([CH:8]2[N:12]([C:13]3[CH:18]=[CH:17][C:16]([F:19])=[CH:15][C:14]=3[F:20])[N:11]=[C:10]([C:21]([C:27]([F:30])([F:29])[F:28])([C:23]([F:26])([F:25])[F:24])[OH:22])[CH2:9]2)=[CH:4][CH:3]=1.[B:31]1([B:31]2[O:35][C:34]([CH3:37])([CH3:36])[C:33]([CH3:39])([CH3:38])[O:32]2)[O:35][C:34]([CH3:37])([CH3:36])[C:33]([CH3:39])([CH3:38])[O:32]1.C([O-])(=O)C.[K+]. Given the product [F:20][C:14]1[CH:15]=[C:16]([F:19])[CH:17]=[CH:18][C:13]=1[N:12]1[CH:8]([C:5]2[CH:4]=[CH:3][C:2]([B:31]3[O:35][C:34]([CH3:37])([CH3:36])[C:33]([CH3:39])([CH3:38])[O:32]3)=[CH:7][CH:6]=2)[CH2:9][C:10]([C:21]([C:23]([F:25])([F:24])[F:26])([C:27]([F:29])([F:30])[F:28])[OH:22])=[N:11]1, predict the reactants needed to synthesize it. (4) Given the product [CH3:1][O:2][C:3]([C@H:5]1[CH2:6][CH2:7][C@H:8]([CH2:11][N:12]2[CH2:17][CH2:16][NH:15][CH2:14][C:13]2=[O:28])[CH2:9][CH2:10]1)=[O:4], predict the reactants needed to synthesize it. The reactants are: [CH3:1][O:2][C:3]([C@H:5]1[CH2:10][CH2:9][C@H:8]([CH2:11][N:12]2[CH:17]=[CH:16][N:15](C(OCC3C=CC=CC=3)=O)[CH2:14][C:13]2=[O:28])[CH2:7][CH2:6]1)=[O:4]. (5) Given the product [Cl:2][C:3]1[CH:12]=[C:11]2[C:6]([C:7]([NH:13][C:14]3[CH:15]=[CH:16][C:17]([N:22]4[CH2:27][CH2:26][O:25][CH2:24][CH2:23]4)=[C:18]([CH2:20][N:32]4[CH2:36][CH2:35][CH2:34][CH2:33]4)[CH:19]=3)=[CH:8][CH:9]=[N:10]2)=[CH:5][CH:4]=1, predict the reactants needed to synthesize it. The reactants are: Cl.[Cl:2][C:3]1[CH:12]=[C:11]2[C:6]([C:7]([NH:13][C:14]3[CH:15]=[CH:16][C:17]([N:22]4[CH2:27][CH2:26][O:25][CH2:24][CH2:23]4)=[C:18]([CH2:20]O)[CH:19]=3)=[CH:8][CH:9]=[N:10]2)=[CH:5][CH:4]=1.S(Cl)(Cl)=O.[NH:32]1[CH2:36][CH2:35][CH2:34][CH2:33]1.